Predict the product of the given reaction. From a dataset of Forward reaction prediction with 1.9M reactions from USPTO patents (1976-2016). (1) Given the reactants [C:1]([C:3]1[CH:4]=[C:5]([C@@H:13]([CH2:17][CH:18]2[CH2:22][CH2:21][CH2:20][CH2:19]2)[C:14](O)=[O:15])[CH:6]=[CH:7][C:8]=1[S:9]([CH3:12])(=[O:11])=[O:10])#[N:2].C(Cl)(=O)C(Cl)=O.[CH3:29][O:30][CH2:31][CH2:32][N:33]1[CH:37]=[CH:36][C:35]([NH2:38])=[N:34]1.N1C(C)=CC=CC=1C, predict the reaction product. The product is: [C:1]([C:3]1[CH:4]=[C:5]([C@@H:13]([CH2:17][CH:18]2[CH2:19][CH2:20][CH2:21][CH2:22]2)[C:14]([NH:38][C:35]2[CH:36]=[CH:37][N:33]([CH2:32][CH2:31][O:30][CH3:29])[N:34]=2)=[O:15])[CH:6]=[CH:7][C:8]=1[S:9]([CH3:12])(=[O:11])=[O:10])#[N:2]. (2) Given the reactants ClCCl.[F:4][C:5]1[CH:10]=[CH:9][C:8]([C@:11]2([OH:25])[CH2:16][CH2:15][N:14]([C:17]([O:19][C:20]([CH3:23])([CH3:22])[CH3:21])=[O:18])[CH2:13][C@H:12]2[OH:24])=[CH:7][CH:6]=1.[C:26](O[C:26](=[O:31])[C:27]([CH3:30])([CH3:29])[CH3:28])(=[O:31])[C:27]([CH3:30])([CH3:29])[CH3:28].C(N(CC)CC)C, predict the reaction product. The product is: [F:4][C:5]1[CH:6]=[CH:7][C:8]([C@:11]2([OH:25])[CH2:16][CH2:15][N:14]([C:17]([O:19][C:20]([CH3:22])([CH3:21])[CH3:23])=[O:18])[CH2:13][C@H:12]2[O:24][C:26](=[O:31])[C:27]([CH3:30])([CH3:29])[CH3:28])=[CH:9][CH:10]=1.